From a dataset of Forward reaction prediction with 1.9M reactions from USPTO patents (1976-2016). Predict the product of the given reaction. (1) Given the reactants [NH:1]([C:3]([C:5]1[NH:6][CH:7]=[CH:8][N:9]=1)=[O:4])[NH2:2].[CH3:10]OC(OC)N(C)C.C(OCC)C, predict the reaction product. The product is: [N:6]1[CH:7]=[CH:8][N:9]2[C:5]=1[C:3](=[O:4])[NH:1][N:2]=[CH:10]2. (2) The product is: [CH3:1][O:2][C:3]1[CH:8]=[C:7]([C:9]([F:10])([F:12])[F:11])[CH:6]=[CH:5][C:4]=1[C:13]1[CH:22]=[CH:21][CH:20]=[C:19]2[C:14]=1[CH:15]=[CH:16][C:17]([S:23]([NH:43][C:39]1[S:38][CH:42]=[CH:41][N:40]=1)(=[O:25])=[O:24])=[CH:18]2. Given the reactants [CH3:1][O:2][C:3]1[CH:8]=[C:7]([C:9]([F:12])([F:11])[F:10])[CH:6]=[CH:5][C:4]=1[C:13]1[CH:22]=[CH:21][CH:20]=[C:19]2[C:14]=1[CH:15]=[CH:16][C:17]([S:23](OC1C(F)=C(F)C(F)=C(F)C=1F)(=[O:25])=[O:24])=[CH:18]2.[S:38]1[CH:42]=[CH:41][N:40]=[C:39]1[NH2:43].C[Si]([N-][Si](C)(C)C)(C)C.[Li+], predict the reaction product. (3) Given the reactants C([O:8][C:9]1[C:18]([O:19]CC2C=CC=CC=2)=[CH:17][C:16]([C:27]([F:30])([F:29])[F:28])=[CH:15][C:10]=1[C:11]([O:13][CH3:14])=[O:12])C1C=CC=CC=1, predict the reaction product. The product is: [OH:8][C:9]1[C:18]([OH:19])=[CH:17][C:16]([C:27]([F:28])([F:29])[F:30])=[CH:15][C:10]=1[C:11]([O:13][CH3:14])=[O:12].